From a dataset of Peptide-MHC class I binding affinity with 185,985 pairs from IEDB/IMGT. Regression. Given a peptide amino acid sequence and an MHC pseudo amino acid sequence, predict their binding affinity value. This is MHC class I binding data. The peptide sequence is CYMHVSDFY. The MHC is HLA-A02:03 with pseudo-sequence HLA-A02:03. The binding affinity (normalized) is 0.0847.